Dataset: Forward reaction prediction with 1.9M reactions from USPTO patents (1976-2016). Task: Predict the product of the given reaction. (1) Given the reactants [CH3:1][NH:2][C:3]([C:5]1[C:13]2[C:8](=[N:9][C:10]([NH:15][S:16]([CH3:19])(=[O:18])=[O:17])=[C:11]([I:14])[CH:12]=2)[O:7][C:6]=1[C:20]1[CH:25]=[CH:24][C:23]([F:26])=[CH:22][CH:21]=1)=[O:4].C([O-])([O-])=O.[Cs+].[Cs+].[CH2:33]([N:36]([CH2:49][CH2:50]Br)[S:37]([C:40]1[CH:45]=[CH:44][CH:43]=[CH:42][C:41]=1[N+:46]([O-:48])=[O:47])(=[O:39])=[O:38])[CH:34]=[CH2:35], predict the reaction product. The product is: [CH3:1][NH:2][C:3]([C:5]1[C:13]2[C:8](=[N:9][C:10]([N:15]([CH2:50][CH2:49][N:36]([CH2:33][CH:34]=[CH2:35])[S:37]([C:40]3[CH:45]=[CH:44][CH:43]=[CH:42][C:41]=3[N+:46]([O-:48])=[O:47])(=[O:38])=[O:39])[S:16]([CH3:19])(=[O:18])=[O:17])=[C:11]([I:14])[CH:12]=2)[O:7][C:6]=1[C:20]1[CH:25]=[CH:24][C:23]([F:26])=[CH:22][CH:21]=1)=[O:4]. (2) Given the reactants [CH3:1][C:2]1([C:7]([O:9]N2C(=O)CCC2=O)=O)[CH2:6][S:5][S:4][CH2:3]1.Cl.[NH2:18][CH2:19][C:20]1[CH:25]=[CH:24][C:23]([OH:26])=[C:22]([O:27][CH3:28])[CH:21]=1.C(N(CC)CC)C, predict the reaction product. The product is: [OH:26][C:23]1[CH:24]=[CH:25][C:20]([CH2:19][NH:18][C:7]([C:2]2([CH3:1])[CH2:3][S:4][S:5][CH2:6]2)=[O:9])=[CH:21][C:22]=1[O:27][CH3:28]. (3) The product is: [CH2:1]([O:8][C:9]1[C:10]([O:19][CH3:20])=[CH:11][C:12]([N:21]2[C:29]3[C:24](=[CH:25][CH:26]=[CH:27][CH:28]=3)[C:23]([C:30]([O:32][CH3:33])=[O:31])=[CH:22]2)=[C:13]([CH:17]=1)[C:14]([OH:16])=[O:15])[C:2]1[CH:7]=[CH:6][CH:5]=[CH:4][CH:3]=1. Given the reactants [CH2:1]([O:8][C:9]1[C:10]([O:19][CH3:20])=[CH:11][C:12](Br)=[C:13]([CH:17]=1)[C:14]([OH:16])=[O:15])[C:2]1[CH:7]=[CH:6][CH:5]=[CH:4][CH:3]=1.[NH:21]1[C:29]2[C:24](=[CH:25][CH:26]=[CH:27][CH:28]=2)[C:23]([C:30]([O:32][CH3:33])=[O:31])=[CH:22]1.C(=O)([O-])[O-].[K+].[K+].Cl, predict the reaction product. (4) Given the reactants [C:1]([NH:18][C@H:19]([C:23]([OH:25])=[O:24])[CH:20]([CH3:22])[CH3:21])([O:3][CH2:4][CH:5]1[C:17]2[C:12](=[CH:13][CH:14]=[CH:15][CH:16]=2)[C:11]2[C:6]1=[CH:7][CH:8]=[CH:9][CH:10]=2)=[O:2].CCN(C(C)C)C(C)C.[Cl-].[CH2:36]([N:43]([CH2:49][C:50]1[CH:55]=[CH:54][CH:53]=[C:52]([CH2:56][NH:57][C:58](=[O:86])[CH2:59][C@H:60](O)/[CH:61]=[CH:62]/[CH2:63][CH2:64][S:65][C:66]([C:79]2[CH:84]=[CH:83][CH:82]=[CH:81][CH:80]=2)([C:73]2[CH:78]=[CH:77][CH:76]=[CH:75][CH:74]=2)[C:67]2[CH:72]=[CH:71][CH:70]=[CH:69][CH:68]=2)[N:51]=1)[CH2:44][C:45]([O:47][CH3:48])=[O:46])[C:37]1[CH:42]=[CH:41][CH:40]=[CH:39][CH:38]=1, predict the reaction product. The product is: [CH:7]1[C:6]2[CH:5]([CH2:4][O:3][C:1]([NH:18][C@H:19]([CH:20]([CH3:21])[CH3:22])[C:23]([O:25][C@H:60](/[CH:61]=[CH:62]/[CH2:63][CH2:64][S:65][C:66]([C:67]3[CH:72]=[CH:71][CH:70]=[CH:69][CH:68]=3)([C:79]3[CH:84]=[CH:83][CH:82]=[CH:81][CH:80]=3)[C:73]3[CH:74]=[CH:75][CH:76]=[CH:77][CH:78]=3)[CH2:59][C:58]([NH:57][CH2:56][C:52]3[CH:53]=[CH:54][CH:55]=[C:50]([CH2:49][N:43]([CH2:36][C:37]4[CH:42]=[CH:41][CH:40]=[CH:39][CH:38]=4)[CH2:44][C:45]([O:47][CH3:48])=[O:46])[N:51]=3)=[O:86])=[O:24])=[O:2])[C:17]3[C:12](=[CH:13][CH:14]=[CH:15][CH:16]=3)[C:11]=2[CH:10]=[CH:9][CH:8]=1. (5) Given the reactants CO[C:3]([C:5]1[C:6]([OH:33])=[C:7]2[C:12](=[CH:13][N:14]=1)[N:11]([CH2:15][C:16]1[CH:21]=[CH:20][CH:19]=[CH:18][CH:17]=1)[C:10](=[O:22])[C:9]([C:23]1[CH:28]=[CH:27][C:26]([C:29]([F:32])([F:31])[F:30])=[CH:25][CH:24]=1)=[CH:8]2)=[O:4].[NH2:34][CH2:35][CH2:36][CH2:37][C:38]([OH:40])=[O:39].C[O-].[Na+], predict the reaction product. The product is: [CH2:15]([N:11]1[C:12]2[C:7](=[C:6]([OH:33])[C:5]([C:3]([NH:34][CH2:35][CH2:36][CH2:37][C:38]([OH:40])=[O:39])=[O:4])=[N:14][CH:13]=2)[CH:8]=[C:9]([C:23]2[CH:24]=[CH:25][C:26]([C:29]([F:30])([F:32])[F:31])=[CH:27][CH:28]=2)[C:10]1=[O:22])[C:16]1[CH:17]=[CH:18][CH:19]=[CH:20][CH:21]=1. (6) Given the reactants [O:1]1[CH2:6][CH2:5][N:4]([CH2:7][C:8]2[CH:13]=[CH:12][C:11]([OH:14])=[CH:10][CH:9]=2)[CH2:3][CH2:2]1.C([O-])([O-])=O.[Cs+].[Cs+].Br[CH2:22][CH2:23][CH2:24][CH2:25][CH2:26][O:27][C:28]1[C:37]2[C:32](=[CH:33][C:34]([Cl:38])=[CH:35][CH:36]=2)[N:31]=[CH:30][CH:29]=1, predict the reaction product. The product is: [O:1]1[CH2:2][CH2:3][N:4]([CH2:7][C:8]2[CH:13]=[CH:12][C:11]([O:14][CH2:22][CH2:23][CH2:24][CH2:25][CH2:26][O:27][C:28]3[C:37]4[C:32](=[CH:33][C:34]([Cl:38])=[CH:35][CH:36]=4)[N:31]=[CH:30][CH:29]=3)=[CH:10][CH:9]=2)[CH2:5][CH2:6]1. (7) Given the reactants Br[C:2]1[C:7]([C:8]([F:11])([F:10])[F:9])=[CH:6][C:5]([NH:12][C:13]2[N:17]=[C:16]([NH2:18])[NH:15][N:14]=2)=[CH:4][C:3]=1[Cl:19].CN1C(C)(C)CC(SC2C=CC(B3OC(C)(C)C(C)(C)O3)=CC=2)CC1(C)C.[C:47]([O:51][C:52]1[CH:57]=[CH:56][C:55](B(O)O)=[CH:54][CH:53]=1)([CH3:50])([CH3:49])[CH3:48].C(=O)([O-])[O-].[K+].[K+], predict the reaction product. The product is: [C:47]([O:51][C:52]1[CH:57]=[CH:56][C:55]([C:2]2[C:3]([Cl:19])=[CH:4][C:5]([NH:12][C:13]3[N:17]=[C:16]([NH2:18])[NH:15][N:14]=3)=[CH:6][C:7]=2[C:8]([F:11])([F:10])[F:9])=[CH:54][CH:53]=1)([CH3:50])([CH3:48])[CH3:49].